This data is from Full USPTO retrosynthesis dataset with 1.9M reactions from patents (1976-2016). The task is: Predict the reactants needed to synthesize the given product. (1) Given the product [CH3:34][N:35]([CH3:39])[CH2:36][CH2:37][NH:38][C:17](=[O:19])[CH2:16][CH2:15][CH:14]([S:13][CH2:1][CH2:2][CH2:3][CH2:4][CH2:5][CH2:6][CH2:7][CH2:8][CH2:9][CH2:10][CH2:11][CH3:12])[CH2:20][S:21][CH2:22][CH2:23][CH2:24][CH2:25][CH2:26][CH2:27][CH2:28][CH2:29][CH2:30][CH2:31][CH2:32][CH3:33], predict the reactants needed to synthesize it. The reactants are: [CH2:1]([S:13][CH:14]([CH2:20][S:21][CH2:22][CH2:23][CH2:24][CH2:25][CH2:26][CH2:27][CH2:28][CH2:29][CH2:30][CH2:31][CH2:32][CH3:33])[CH2:15][CH2:16][C:17]([OH:19])=O)[CH2:2][CH2:3][CH2:4][CH2:5][CH2:6][CH2:7][CH2:8][CH2:9][CH2:10][CH2:11][CH3:12].[CH3:34][N:35]([CH3:39])[CH2:36][CH2:37][NH2:38]. (2) Given the product [OH:14][C:12]1[C:11]2[C:10](=[N:19][C:18]([C:20]([F:23])([F:22])[F:21])=[CH:17][CH:16]=2)[N:8]([CH3:9])[C:6](=[O:7])[C:5]=1[C:4]([O:3][CH2:1][CH3:2])=[O:24], predict the reactants needed to synthesize it. The reactants are: [CH2:1]([O:3][C:4](=[O:24])[CH2:5][C:6]([N:8]([C:10]1[N:19]=[C:18]([C:20]([F:23])([F:22])[F:21])[CH:17]=[CH:16][C:11]=1[C:12]([O:14]C)=O)[CH3:9])=[O:7])[CH3:2].CNC1N=C(C(F)(F)F)C=CC=1C(OC)=O.C(C(C(Cl)=O)C(Cl)=O)C.